From a dataset of Reaction yield outcomes from USPTO patents with 853,638 reactions. Predict the reaction yield, written as a fraction of the theoretical maximum amount of product (1.0 means a 100% yield; for example, 0.34 means a 34% yield). (1) The reactants are [Cl:1][C:2]1[CH:7]=[CH:6][N:5]=[C:4]([N:8]2[C:20](=[O:21])[C:19]3[S:18][C:17]4[CH2:16][CH2:15][CH2:14][CH2:13][C:12]=4[C:11]=3[CH:10]=[N:9]2)[C:3]=1[CH2:22][OH:23].ClCCl.[C:27](Cl)(=[O:29])[CH3:28]. The catalyst is C(N(CC)CC)C. The product is [C:27]([O:23][CH2:22][C:3]1[C:4]([N:8]2[C:20](=[O:21])[C:19]3[S:18][C:17]4[CH2:16][CH2:15][CH2:14][CH2:13][C:12]=4[C:11]=3[CH:10]=[N:9]2)=[N:5][CH:6]=[CH:7][C:2]=1[Cl:1])(=[O:29])[CH3:28]. The yield is 0.900. (2) The reactants are Cl.[N+:2]([C:5]1[CH:10]=[CH:9][CH:8]=[CH:7][C:6]=1[NH:11]N)([O-:4])=[O:3].[C:13]([C:16]1[CH:21]=[CH:20][CH:19]=[CH:18][N:17]=1)(=O)[CH3:14]. No catalyst specified. The product is [N+:2]([C:5]1[CH:10]=[CH:9][CH:8]=[C:7]2[C:6]=1[NH:11][C:13]([C:16]1[CH:21]=[CH:20][CH:19]=[CH:18][N:17]=1)=[CH:14]2)([O-:4])=[O:3]. The yield is 0.160. (3) The product is [F:1][C:2]1[CH:3]=[CH:4][C:5]([S:16]([CH3:17])=[O:26])=[C:6]([C:8](=[O:15])[CH2:9][N:10]2[CH:14]=[CH:13][CH:12]=[CH:11]2)[CH:7]=1. The catalyst is ClCCl.O. The reactants are [F:1][C:2]1[CH:3]=[CH:4][C:5]([S:16][CH3:17])=[C:6]([C:8](=[O:15])[CH2:9][N:10]2[CH:14]=[CH:13][CH:12]=[CH:11]2)[CH:7]=1.ClC1C=CC=C(C(OO)=[O:26])C=1.C(=O)([O-])[O-].[Na+].[Na+]. The yield is 0.640. (4) The reactants are [CH3:1][O:2][C:3]1[CH:11]=[CH:10][CH:9]=[C:8]2[C:4]=1[CH2:5][CH2:6][C:7]12[C:15](=[O:16])[N:14]([CH2:17][C:18]([O:20]C(C)(C)C)=[O:19])[C:13](=[O:25])[NH:12]1.C(O)(C(F)(F)F)=O. The catalyst is C(Cl)Cl. The product is [CH3:1][O:2][C:3]1[CH:11]=[CH:10][CH:9]=[C:8]2[C:4]=1[CH2:5][CH2:6][C:7]12[C:15](=[O:16])[N:14]([CH2:17][C:18]([OH:20])=[O:19])[C:13](=[O:25])[NH:12]1. The yield is 0.670. (5) The reactants are [NH4+:1].[OH-:2].O[C@@H:4]1[C@@H:9](Br)[CH2:8][CH2:7][C@H:6]([C:11]([N:13]([CH3:15])[CH3:14])=[O:12])[CH2:5]1. The yield is 0.790. The product is [NH2:1][C@H:4]1[C@H:9]([OH:2])[CH2:8][CH2:7][C@H:6]([C:11]([N:13]([CH3:15])[CH3:14])=[O:12])[CH2:5]1. No catalyst specified.